Predict which catalyst facilitates the given reaction. From a dataset of Catalyst prediction with 721,799 reactions and 888 catalyst types from USPTO. Reactant: [OH:1][C:2]1[CH:3]=[C:4]([CH:7]=[CH:8][CH:9]=1)[CH:5]=[O:6].[Si:10](O[Si:10]([C:13]([CH3:16])([CH3:15])[CH3:14])([CH3:12])[CH3:11])([C:13]([CH3:16])([CH3:15])[CH3:14])([CH3:12])[CH3:11].[Si](Cl)(C(C)(C)C)(C)C.C(N(CC)CC)C. Product: [Si:10]([O:1][C:2]1[CH:3]=[C:4]([CH:7]=[CH:8][CH:9]=1)[CH:5]=[O:6])([C:13]([CH3:16])([CH3:15])[CH3:14])([CH3:12])[CH3:11]. The catalyst class is: 1.